From a dataset of Full USPTO retrosynthesis dataset with 1.9M reactions from patents (1976-2016). Predict the reactants needed to synthesize the given product. The reactants are: COC1C=CC(OC)=CC=1S([NH:14][C@H]1CN(C(OC(C)(C)C)=O)[C@@H](C)C1)(=O)=O.[Br:28][C:29]1[CH:30]=[C:31]([S:35]([NH:38][C@H:39]2[CH2:43][N:42]([C:44](OC(C)(C)C)=O)[C@@H:41]([CH3:51])[CH2:40]2)(=[O:37])=[O:36])[CH:32]=[CH:33][CH:34]=1. Given the product [Br:28][C:29]1[CH:30]=[C:31]([S:35]([NH:38][C@@H:39]2[CH2:40][C@H:41]([CH3:51])[N:42]([C:44]#[N:14])[CH2:43]2)(=[O:37])=[O:36])[CH:32]=[CH:33][CH:34]=1, predict the reactants needed to synthesize it.